From a dataset of Forward reaction prediction with 1.9M reactions from USPTO patents (1976-2016). Predict the product of the given reaction. Given the reactants [C:1](OC[C@@H](O[C:2]([CH3:4])([CH3:3])[CH3:1])C1C(C2C=CC(Cl)=CC=2)=C2C(=CC=1Cl)N=C(C)C=C2)(=O)[C:2](C)([CH3:4])[CH3:3].[C:34]([O:40][CH2:41][C@H:42]([C:44]1[C:45]([Br:59])=[C:46]2[C:51](=[CH:52][C:53]=1[CH3:54])[N:50]=[C:49]([C:55]([F:58])([F:57])[F:56])[CH:48]=[CH:47]2)[OH:43])(=[O:39])[C:35]([CH3:38])([CH3:37])[CH3:36], predict the reaction product. The product is: [C:34]([O:40][CH2:41][C@H:42]([C:44]1[C:45]([Br:59])=[C:46]2[C:51](=[CH:52][C:53]=1[CH3:54])[N:50]=[C:49]([C:55]([F:58])([F:56])[F:57])[CH:48]=[CH:47]2)[O:43][C:2]([CH3:4])([CH3:3])[CH3:1])(=[O:39])[C:35]([CH3:37])([CH3:38])[CH3:36].